From a dataset of Reaction yield outcomes from USPTO patents with 853,638 reactions. Predict the reaction yield, written as a fraction of the theoretical maximum amount of product (1.0 means a 100% yield; for example, 0.34 means a 34% yield). The reactants are [N:1]1[CH:6]=[CH:5][CH:4]=[CH:3][C:2]=1[C:7]([C:9]1[S:13][C:12]([NH2:14])=[N:11][C:10]=1[C:15]1[O:16][CH:17]=[CH:18][CH:19]=1)=[O:8].[C:20](O)(=[O:27])[C:21]1[CH:26]=[CH:25][N:24]=[CH:23][CH:22]=1.CCN=C=NCCCN(C)C.Cl.O.ON1C2C=CC=CC=2N=N1. The catalyst is CN(C=O)C.O. The product is [O:16]1[CH:17]=[CH:18][CH:19]=[C:15]1[C:10]1[N:11]=[C:12]([NH:14][C:20]([C:21]2[CH:26]=[CH:25][N:24]=[CH:23][CH:22]=2)=[O:27])[S:13][C:9]=1[C:7]([C:2]1[CH:3]=[CH:4][CH:5]=[CH:6][N:1]=1)=[O:8]. The yield is 0.720.